This data is from Full USPTO retrosynthesis dataset with 1.9M reactions from patents (1976-2016). The task is: Predict the reactants needed to synthesize the given product. Given the product [Cl:11][CH2:12][CH2:13][CH2:14][CH2:15][O:8][C:5]1[CH:6]=[CH:7][C:2]([Cl:1])=[CH:3][CH:4]=1, predict the reactants needed to synthesize it. The reactants are: [Cl:1][C:2]1[CH:7]=[CH:6][C:5]([OH:8])=[CH:4][CH:3]=1.[OH-].[Na+].[Cl:11][CH2:12][CH2:13][CH2:14][CH2:15]Cl.[Na+].[Cl-].